This data is from Retrosynthesis with 50K atom-mapped reactions and 10 reaction types from USPTO. The task is: Predict the reactants needed to synthesize the given product. (1) Given the product CCOC(=O)CCCC/C(=N\OCc1ccc(OCc2nc(-c3ccccc3)no2)cc1)c1ccccc1, predict the reactants needed to synthesize it. The reactants are: CCOC(=O)CCCC/C(=N\OCc1ccc(O)cc1)c1ccccc1.ClCc1nc(-c2ccccc2)no1. (2) Given the product Cc1cnc(Nc2cnn(C)c2)nc1NC1CCC2(CC1)CCN(C(=O)OC(C)(C)C)CC2, predict the reactants needed to synthesize it. The reactants are: Cc1cnc(Cl)nc1NC1CCC2(CC1)CCN(C(=O)OC(C)(C)C)CC2.Cn1cc(N)cn1.